The task is: Predict the reactants needed to synthesize the given product.. This data is from Full USPTO retrosynthesis dataset with 1.9M reactions from patents (1976-2016). (1) The reactants are: [CH3:1][O:2][C:3]1[CH:12]=[C:11]2[C:6]([CH2:7][CH2:8][CH2:9][CH:10]2[C:13]([OH:15])=O)=[CH:5][CH:4]=1.[C:16]([C:18]1[CH:23]=[CH:22][C:21]([CH2:24][NH:25][C:26]2[CH:31]=[CH:30][C:29]([CH:32]([CH3:34])[CH3:33])=[CH:28][CH:27]=2)=[CH:20][CH:19]=1)#[N:17]. Given the product [C:16]([C:18]1[CH:19]=[CH:20][C:21]([CH2:24][N:25]([C:26]2[CH:31]=[CH:30][C:29]([CH:32]([CH3:34])[CH3:33])=[CH:28][CH:27]=2)[C:13]([CH:10]2[C:11]3[C:6](=[CH:5][CH:4]=[C:3]([O:2][CH3:1])[CH:12]=3)[CH2:7][CH2:8][CH2:9]2)=[O:15])=[CH:22][CH:23]=1)#[N:17], predict the reactants needed to synthesize it. (2) Given the product [CH3:12][C:8]1([CH3:13])[CH2:7][NH:6][C:5](=[O:14])[C:4]2[S:3][C:2]([C:23]3[CH:28]=[CH:27][N:26]=[CH:25][CH:24]=3)=[N:11][C:10]=2[CH2:9]1, predict the reactants needed to synthesize it. The reactants are: Br[C:2]1[S:3][C:4]2[C:5](=[O:14])[NH:6][CH2:7][C:8]([CH3:13])([CH3:12])[CH2:9][C:10]=2[N:11]=1.CC1(C)C(C)(C)OB([C:23]2[CH:28]=[CH:27][N:26]=[CH:25][CH:24]=2)O1.C(=O)([O-])[O-].[Na+].[Na+].P(C(C)(C)C)(C(C)(C)C)C(C)(C)C. (3) Given the product [CH3:12][O:11][C:9](=[O:10])[CH2:8][C:4]1[CH:5]=[CH:6][CH:7]=[C:2]([B:13]2[O:17][C:16]([CH3:19])([CH3:18])[C:15]([CH3:21])([CH3:20])[O:14]2)[CH:3]=1, predict the reactants needed to synthesize it. The reactants are: Br[C:2]1[CH:3]=[C:4]([CH2:8][C:9]([O:11][CH3:12])=[O:10])[CH:5]=[CH:6][CH:7]=1.[B:13]1([B:13]2[O:17][C:16]([CH3:19])([CH3:18])[C:15]([CH3:21])([CH3:20])[O:14]2)[O:17][C:16]([CH3:19])([CH3:18])[C:15]([CH3:21])([CH3:20])[O:14]1. (4) Given the product [C:1]([O:5][C:6]([NH:8][CH2:9][CH2:10][O:11][CH2:12][C:13]1[N:14]=[N:15][N:16]([CH2:19][CH2:20][OH:21])[C:17]=1[CH2:29][CH2:28][C:27]([O:31][CH3:32])=[O:30])=[O:7])([CH3:4])([CH3:3])[CH3:2], predict the reactants needed to synthesize it. The reactants are: [C:1]([O:5][C:6]([NH:8][CH2:9][CH2:10][O:11][CH2:12][C:13]1[N:14]=[N:15][N:16]([CH2:19][CH2:20][OH:21])[C:17]=1I)=[O:7])([CH3:4])([CH3:3])[CH3:2].C([O-])(O)=O.[Na+].[C:27]([O:31][CH3:32])(=[O:30])[CH:28]=[CH2:29].C([O-])=O.[NH4+]. (5) Given the product [CH:23]12[CH2:24][CH:19]3[CH2:20][CH:21]([CH2:25][CH:17]([CH2:18]3)[CH:16]1[NH:15][C:14]([CH:10]1[CH2:11][CH2:12][CH2:13][NH:8][CH2:9]1)=[O:26])[CH2:22]2, predict the reactants needed to synthesize it. The reactants are: C(OC([N:8]1[CH2:13][CH2:12][CH2:11][CH:10]([C:14](=[O:26])[NH:15][CH:16]2[CH:23]3[CH2:24][CH:19]4[CH2:20][CH:21]([CH2:25][CH:17]2[CH2:18]4)[CH2:22]3)[CH2:9]1)=O)(C)(C)C.FC(F)(F)C(O)=O. (6) Given the product [CH:29]1([CH2:28][O:1][C:2]2[CH:3]=[C:4]([C:8]34[CH2:13][CH2:12][C:11]([CH2:16][CH2:17][O:18][CH2:19][C:20]([OH:22])=[O:21])([CH2:14][CH2:15]3)[CH2:10][O:9]4)[CH:5]=[CH:6][CH:7]=2)[CH2:32][CH2:31][CH2:30]1, predict the reactants needed to synthesize it. The reactants are: [OH:1][C:2]1[CH:3]=[C:4]([C:8]23[CH2:15][CH2:14][C:11]([CH2:16][CH2:17][O:18][CH2:19][C:20]([O:22]C(C)(C)C)=[O:21])([CH2:12][CH2:13]2)[CH2:10][O:9]3)[CH:5]=[CH:6][CH:7]=1.Br[CH2:28][CH:29]1[CH2:32][CH2:31][CH2:30]1.C([O-])([O-])=O.[Cs+].[Cs+]. (7) Given the product [F:32][C:2]([F:1])([F:31])[C:3]1[CH:26]=[C:25]([C:27]([F:29])([F:30])[F:28])[CH:24]=[CH:23][C:4]=1[CH2:5][N:6]1[C:14]2[C:9](=[CH:10][C:11](/[CH:15]=[C:16]3/[C:17](=[O:22])[N:18]([CH2:34][CH2:35][OH:36])[C:19](=[O:21])[S:20]/3)=[CH:12][CH:13]=2)[CH:8]=[CH:7]1, predict the reactants needed to synthesize it. The reactants are: [F:1][C:2]([F:32])([F:31])[C:3]1[CH:26]=[C:25]([C:27]([F:30])([F:29])[F:28])[CH:24]=[CH:23][C:4]=1[CH2:5][N:6]1[C:14]2[C:9](=[CH:10][C:11](/[CH:15]=[C:16]3/[C:17](=[O:22])[NH:18][C:19](=[O:21])[S:20]/3)=[CH:12][CH:13]=2)[CH:8]=[CH:7]1.Br[CH2:34][CH2:35][OH:36]. (8) The reactants are: [CH3:1][S:2]([C:5]1[CH:6]=[C:7]([CH2:11]O)[CH:8]=[CH:9][CH:10]=1)(=[O:4])=[O:3].S(Cl)([Cl:15])=O. Given the product [Cl:15][CH2:11][C:7]1[CH:8]=[CH:9][CH:10]=[C:5]([S:2]([CH3:1])(=[O:4])=[O:3])[CH:6]=1, predict the reactants needed to synthesize it.